Dataset: Human Reference Interactome with 51,813 positive PPI pairs across 8,248 proteins, plus equal number of experimentally-validated negative pairs. Task: Binary Classification. Given two protein amino acid sequences, predict whether they physically interact or not. (1) Protein 1 (ENSG00000147127) has sequence MSAFGHDEAWMEAGGFGLEAAERTEYQSLCKSKLLFLGEQSGKTSIISRFMYNSFGCACQATVGIDFLSKTMYLEDQIVQLQLWDTAGQERFHSLIPSYIRDSTIAVVVYDITNINSFKETDKWVEHVRAERGDDVVIMLLGNKIDLDNKRQVTAEQGEEKSRNLNVMFIETSAKTGYNVKKLFRRVASALLSTRTSPPPKEGTVEIELESFEESGNRSYC*MSAFGHDEAWMEAGGFGLEAAERTEYQSLCKSKLLFLGEQSVGKTSIISRFMYNSFGCACQATVGIDFLSKTMYLEDQ.... Protein 2 (ENSG00000110881) has sequence MELKAEEEEVGGVQPVSIQAFASSSTLHGLAHIFSYERLSLKRALWALCFLGSLAVLLCVCTERVQYYFHYHHVTKLDEVAASQLTFPAVTLCNLNEFRFSQVSKNDLYHAGELLALLNNRYEIPDTQMADEKQLEILQDKANFRSFKPKPFNMREFYDRAGHDIRDMLLSCHFRGEVCSAEDFKVVFTRYGKCYTFNSGRDGRPRLKTMKGGTGNGLEIMLDIQQDEYLPVWGETDETSFEAGIKVQIHSQDEPPFIDQLGFGVAPGFQTFVACQEQRLIYLPPPWGTCKAVTMDSDLD.... Result: 0 (the proteins do not interact). (2) Protein 1 (ENSG00000140623) has sequence MDPLRRSPSPCLSSQPSSPSTPPCEMLGPVGIEAVLDQLKIKAMKMGFEFNIMVVGQSGLGKSTMVNTLFKSKVWKSNPPGLGVPTPQTLQLHSLTHVIEEKGVKLKLTVTDTPGFGDQINNDNCWDPILGYINEQYEQYLQEEILITRQRHIPDTRVHCCVYFVPPTGHCLRPLDIEFLQRLCRTVNVVPVIARADSLTMEEREAFRRRIQQNLRTHCIDVYPQMCFDEDINDKILNSKLRDRIPFAVVGADQEHLVNGRCVLGRKTKWGIIEVENMAHCEFPLLRDLLIRSHLQDLKD.... Protein 2 (ENSG00000184702) has sequence MSTGLRYKSKLATPEDKQDIDKQYVGFATLPNQVHRKSVKKGFDFTLMVAGESGLGKSTLVHSLFLTDLYKDRKLLSAEERISQTVEILKHTVDIEEKGVKLKLTIVDTPGFGDAVNNTECWKPITDYVDQQFEQYFRDESGLNRKNIQDNRVHCCLYFISPFGHGLRPVDVGFMKALHEKVNIVPLIAKADCLVPSEIRKLKERIREEIDKFGIHVYQFPECDSDEDEDFKQQDRELKESAPFAVIGSNTVVEAKGQRVRGRLYPWGIVEGALRLREAAQHAHPHAYARPQGRDVRRAL.... Result: 1 (the proteins interact).